Predict which catalyst facilitates the given reaction. From a dataset of Catalyst prediction with 721,799 reactions and 888 catalyst types from USPTO. (1) Reactant: C(N(CC)C(C)C)(C)C.[F:10][C:11]1[CH:19]=[C:18]2[C:14]([C:15]([C:21]3[N:22]=[C:23]4[C:29]([C:30]([OH:32])=O)=[CH:28][N:27]([CH2:33][O:34][CH2:35][CH2:36][Si:37]([CH3:40])([CH3:39])[CH3:38])[C:24]4=[N:25][CH:26]=3)=[N:16][N:17]2[CH3:20])=[CH:13][CH:12]=1.CN(C(ON1N=NC2C=CC=NC1=2)=[N+](C)C)C.F[P-](F)(F)(F)(F)F.FC(F)(F)C(O)=O.[NH2:72][C@@H:73]([C:75]1[O:76][CH:77]=[C:78]([CH2:80][OH:81])[N:79]=1)[CH3:74]. Product: [OH:81][CH2:80][C:78]1[N:79]=[C:75]([C@H:73]([NH:72][C:30]([C:29]2[C:23]3[C:24](=[N:25][CH:26]=[C:21]([C:15]4[C:14]5[C:18](=[CH:19][C:11]([F:10])=[CH:12][CH:13]=5)[N:17]([CH3:20])[N:16]=4)[N:22]=3)[N:27]([CH2:33][O:34][CH2:35][CH2:36][Si:37]([CH3:39])([CH3:38])[CH3:40])[CH:28]=2)=[O:32])[CH3:74])[O:76][CH:77]=1. The catalyst class is: 3. (2) Reactant: [Br:1][C:2]1[CH:3]=[CH:4][C:5]([O:17][CH2:18][CH:19]([CH3:21])[CH3:20])=[C:6]([C:8](=O)[CH2:9][CH2:10][CH:11]2OCCO2)[CH:7]=1.[NH2:22][C:23]1[CH:24]=[C:25]([C:29]([F:32])=[CH:30][CH:31]=1)[C:26]([OH:28])=[O:27].CC1C=CC(S(O)(=O)=O)=CC=1.Cl. Product: [Br:1][C:2]1[CH:3]=[CH:4][C:5]([O:17][CH2:18][CH:19]([CH3:20])[CH3:21])=[C:6]([C:8]2[N:22]([C:23]3[CH:24]=[C:25]([C:29]([F:32])=[CH:30][CH:31]=3)[C:26]([OH:28])=[O:27])[CH:11]=[CH:10][CH:9]=2)[CH:7]=1. The catalyst class is: 291. (3) Reactant: [Cl:1][C:2]1[C:3]2[C:10](Br)=[CH:9][NH:8][C:4]=2[N:5]=[CH:6][N:7]=1.[Li]CCCC.C1C=CC(S(N(S(C2C=CC=CC=2)(=O)=O)[F:27])(=O)=O)=CC=1. Product: [Cl:1][C:2]1[C:3]2[C:10]([F:27])=[CH:9][NH:8][C:4]=2[N:5]=[CH:6][N:7]=1. The catalyst class is: 1. (4) Reactant: Cl[C:2]1([CH:10]=[N:11][OH:12])[CH:7]=[CH:6][CH:5]=[C:4]([O:8][CH3:9])[CH2:3]1.[CH2:13]([O:15][C:16]([CH:18]1[CH2:23][CH2:22][C:21](=[CH2:24])[CH2:20][CH2:19]1)=[O:17])[CH3:14].C(N(CC)CC)C. Product: [CH2:13]([O:15][C:16]([CH:18]1[CH2:19][CH2:20][C:21]2([O:12][N:11]=[C:10]([C:2]3[CH:7]=[CH:6][CH:5]=[C:4]([O:8][CH3:9])[CH:3]=3)[CH2:24]2)[CH2:22][CH2:23]1)=[O:17])[CH3:14]. The catalyst class is: 34. (5) Reactant: [CH3:1][O:2][C:3]1[CH:4]=[CH:5][C:6]2[C:7]([C:12]=1[CH3:13])=[N+:8]([O-])[O:9][N:10]=2.C1C=CC(P(C2C=CC=CC=2)C2C=CC=CC=2)=CC=1. Product: [CH3:1][O:2][C:3]1[CH:4]=[CH:5][C:6]2=[N:10][O:9][N:8]=[C:7]2[C:12]=1[CH3:13]. The catalyst class is: 11. (6) Reactant: [NH:1]1[C:9]2[C:4](=[N:5][CH:6]=[CH:7][CH:8]=2)[CH:3]=[C:2]1[C:10]([NH2:12])=[O:11].[F:13][C:14]([F:34])([F:33])[C:15]1[CH:20]=[CH:19][CH:18]=[CH:17][C:16]=1[S:21][S:21][C:16]1[CH:17]=[CH:18][CH:19]=[CH:20][C:15]=1[C:14]([F:13])([F:33])[F:34]. Product: [F:34][C:14]([F:13])([F:33])[C:15]1[CH:20]=[CH:19][CH:18]=[CH:17][C:16]=1[S:21][C:3]1[C:4]2=[N:5][CH:6]=[CH:7][CH:8]=[C:9]2[NH:1][C:2]=1[C:10]([NH2:12])=[O:11]. The catalyst class is: 3. (7) The catalyst class is: 6. Product: [C:20]([O:1][C:2]1[CH:3]=[CH:4][C:5]([C:8]2[O:17][C:12]3=[N:13][CH:14]=[CH:15][CH:16]=[C:11]3[C:10](=[O:18])[CH:9]=2)=[CH:6][CH:7]=1)(=[O:21])[CH3:19]. Reactant: [OH:1][C:2]1[CH:7]=[CH:6][C:5]([C:8]2[O:17][C:12]3=[N:13][CH:14]=[CH:15][CH:16]=[C:11]3[C:10](=[O:18])[CH:9]=2)=[CH:4][CH:3]=1.[CH3:19][C:20](OC(C)=O)=[O:21].N1C=CC=CC=1. (8) Product: [C:1]([C:5]1[CH:6]=[CH:7][C:8]2[S:12][C:11]([C:13]3[C:18](=[O:19])[NH:17][C:16]([N:21]4[CH2:22][CH2:23][O:24][CH2:25][CH2:26]4)=[N:15][C:14]=3[NH:27][C@@H:28]3[CH2:33][CH2:32][CH2:31][NH:30][CH2:29]3)=[N:10][C:9]=2[CH:41]=1)([CH3:4])([CH3:2])[CH3:3]. The catalyst class is: 33. Reactant: [C:1]([C:5]1[CH:6]=[CH:7][C:8]2[S:12][C:11]([C:13]3[C:14]([NH:27][C@@H:28]4[CH2:33][CH2:32][CH2:31][N:30](C(OC(C)(C)C)=O)[CH2:29]4)=[N:15][C:16]([N:21]4[CH2:26][CH2:25][O:24][CH2:23][CH2:22]4)=[N:17][C:18]=3[O:19]C)=[N:10][C:9]=2[CH:41]=1)([CH3:4])([CH3:3])[CH3:2]. (9) Reactant: [CH3:1][O:2][C:3]1[CH:8]=[C:7]([O:9]COC)[CH:6]=[CH:5][C:4]=1[C:13]1[C:14]([CH2:26][NH:27][C:28]2[CH:33]=[CH:32][CH:31]=[CH:30][C:29]=2[O:34][CH3:35])=[C:15]2[C:20](=[CH:21][CH:22]=1)[NH:19][C:18]([CH3:24])([CH3:23])[CH:17]=[C:16]2[CH3:25].Cl.O1CCOCC1. Product: [OH:9][C:7]1[CH:6]=[CH:5][C:4]([C:13]2[C:14]([CH2:26][NH:27][C:28]3[CH:33]=[CH:32][CH:31]=[CH:30][C:29]=3[O:34][CH3:35])=[C:15]3[C:20](=[CH:21][CH:22]=2)[NH:19][C:18]([CH3:24])([CH3:23])[CH:17]=[C:16]3[CH3:25])=[C:3]([O:2][CH3:1])[CH:8]=1. The catalyst class is: 155. (10) Reactant: C(=O)([O-])[O-].[K+].[K+].[F:7][C:8]1[CH:13]=[C:12](F)[CH:11]=[CH:10][C:9]=1[N+:15]([O-:17])=[O:16].[OH:18][C:19]1[CH:23]=[C:22]([CH3:24])[NH:21][N:20]=1.Cl. Product: [F:7][C:8]1[CH:13]=[C:12]([O:18][C:19]2[CH:23]=[C:22]([CH3:24])[NH:21][N:20]=2)[CH:11]=[CH:10][C:9]=1[N+:15]([O-:17])=[O:16]. The catalyst class is: 16.